This data is from Reaction yield outcomes from USPTO patents with 853,638 reactions. The task is: Predict the reaction yield, written as a fraction of the theoretical maximum amount of product (1.0 means a 100% yield; for example, 0.34 means a 34% yield). (1) The product is [NH2:9][C:4]1[N:5]=[C:6]([Cl:8])[C:7]([Br:15])=[C:2]([Cl:1])[N:3]=1. The yield is 0.880. The catalyst is C(O)(=O)C. The reactants are [Cl:1][C:2]1[CH:7]=[C:6]([Cl:8])[N:5]=[C:4]([NH2:9])[N:3]=1.C([O-])(=O)C.[Na+].[Br:15]Br. (2) The reactants are [Cl-].[Mg+2].[Cl-].Cl[C:5]1[N:10]=[CH:9][NH:8][C:7]2=[N:11][CH:12]=[CH:13][C:6]=12.[Cl-].[NH4+].[CH2:16]1COCC1. No catalyst specified. The product is [CH3:16][C:5]1[C:6]2[CH:13]=[CH:12][NH:11][C:7]=2[N:8]=[CH:9][N:10]=1. The yield is 0.690. (3) The reactants are [C:1]([O:9][CH:10](Cl)[CH3:11])(=[O:8])[C:2]1[CH:7]=[CH:6][CH:5]=[CH:4][CH:3]=1.[I-:13].[Na+]. The catalyst is C(#N)C. The product is [C:1]([O:9][CH:10]([I:13])[CH3:11])(=[O:8])[C:2]1[CH:7]=[CH:6][CH:5]=[CH:4][CH:3]=1. The yield is 0.390. (4) The reactants are [F:1][C:2]1[CH:3]=[CH:4][C:5]([C:8]2[C:12]([CH2:13][O:14][C:15]3[CH:23]=[CH:22][C:18]([C:19]([OH:21])=O)=[CH:17][N:16]=3)=[CH:11][O:10][N:9]=2)=[N:6][CH:7]=1.ClC1C=C(C2C(CO[C:38]3[CH:46]=[CH:45][C:41]([C:42](O)=[O:43])=CN=3)=C(C)ON=2)C=CC=1.FC(F)(F)C[NH2:51]. No catalyst specified. The product is [F:1][C:2]1[CH:3]=[CH:4][C:5]([C:8]2[C:12]([CH2:13][O:14][C:15]3[CH:23]=[CH:22][C:18]([C:19]([NH2:51])=[O:21])=[C:17]([CH:45]4[CH2:46][CH2:38][O:43][CH2:42][CH2:41]4)[N:16]=3)=[CH:11][O:10][N:9]=2)=[N:6][CH:7]=1. The yield is 0.790. (5) The reactants are [OH:1][C:2]1[CH:7]=[CH:6][C:5]([C@@H:8]2[O:17][C:16]3[C:11](=[CH:12][C:13]([OH:18])=[CH:14][CH:15]=3)[C@@H:10]3[CH2:19]S[CH2:21][C@H:9]23)=[CH:4][CH:3]=1.O[O:23][S:24]([O-:26])=O.[K+].[O-]S([O-])=O.[Na+].[Na+]. The catalyst is CO.O.CCOC(C)=O. The product is [OH:1][C:2]1[CH:3]=[CH:4][C:5]([CH:8]2[O:17][C:16]3[C:11](=[CH:12][C:13]([OH:18])=[CH:14][CH:15]=3)[CH:10]3[CH2:19][S:24](=[O:26])(=[O:23])[CH2:21][CH:9]23)=[CH:6][CH:7]=1. The yield is 0.770. (6) The reactants are C([N:8]1[C:16]2[C:11](=[CH:12][C:13](B3OC(C)(C)C(C)(C)O3)=[CH:14][CH:15]=2)[CH:10]=[N:9]1)(OC(C)(C)C)=O.Br[C:27]1[C:28]([Cl:33])=[N:29][CH:30]=[CH:31][CH:32]=1.C([O-])([O-])=O.[Na+].[Na+].O1CCOCC1. The catalyst is C1C=CC([P]([Pd]([P](C2C=CC=CC=2)(C2C=CC=CC=2)C2C=CC=CC=2)([P](C2C=CC=CC=2)(C2C=CC=CC=2)C2C=CC=CC=2)[P](C2C=CC=CC=2)(C2C=CC=CC=2)C2C=CC=CC=2)(C2C=CC=CC=2)C2C=CC=CC=2)=CC=1.CCOC(C)=O.O. The product is [Cl:33][C:28]1[C:27]([C:13]2[CH:12]=[C:11]3[C:16](=[CH:15][CH:14]=2)[NH:8][N:9]=[CH:10]3)=[CH:32][CH:31]=[CH:30][N:29]=1. The yield is 0.500. (7) The reactants are F[C:2]1[CH:9]=[C:8]([CH3:10])[CH:7]=[CH:6][C:3]=1[C:4]#[N:5].[CH3:11][NH:12][CH3:13]. No catalyst specified. The product is [CH3:10][C:8]1[CH:7]=[CH:6][C:3]([C:4]#[N:5])=[C:2]([N:12]([CH3:13])[CH3:11])[CH:9]=1. The yield is 0.990.